From a dataset of Full USPTO retrosynthesis dataset with 1.9M reactions from patents (1976-2016). Predict the reactants needed to synthesize the given product. (1) Given the product [Br:14][C:11]1[CH:10]=[CH:9][N:8]2[C:13]([CH:12]=1)=[C:5]([C:3]([OH:4])=[O:2])[C:6]([CH2:21][C:22]1[CH:27]=[CH:26][CH:25]=[C:24]([F:28])[C:23]=1[CH3:29])=[C:7]2[C:15]1[CH:20]=[CH:19][CH:18]=[CH:17][CH:16]=1, predict the reactants needed to synthesize it. The reactants are: C[O:2][C:3]([C:5]1[C:6]([CH2:21][C:22]2[CH:27]=[CH:26][CH:25]=[C:24]([F:28])[C:23]=2[CH3:29])=[C:7]([C:15]2[CH:20]=[CH:19][CH:18]=[CH:17][CH:16]=2)[N:8]2[C:13]=1[CH:12]=[C:11]([Br:14])[CH:10]=[CH:9]2)=[O:4].[OH-].[Na+].Cl. (2) Given the product [CH2:12]([O:14][C:15](=[O:25])[CH:16]=[CH:39][C:28]1[N:29]([CH3:38])[C:30]([C:32]2[CH:33]=[CH:34][CH:35]=[CH:36][CH:37]=2)=[N:31][C:27]=1[Cl:26])[CH3:13], predict the reactants needed to synthesize it. The reactants are: C([Li])CCC.CCCCCC.[CH2:12]([O:14][C:15](=[O:25])[CH2:16]P(OCC)(OCC)=O)[CH3:13].[Cl:26][C:27]1[N:31]=[C:30]([C:32]2[CH:37]=[CH:36][CH:35]=[CH:34][CH:33]=2)[N:29]([CH3:38])[C:28]=1[CH:39]=O. (3) Given the product [O:3]1[C:8]2=[CH:9][CH:10]=[CH:11][C:7]2=[CH:6][C:5]([CH:12]2[CH2:17][CH2:16][CH2:15][CH2:14][N:13]2[CH2:18][CH2:19][C@H:20]2[CH2:21][CH2:22][C@H:23]([NH:26][C:29](=[O:30])[C:28]([OH:27])([CH3:33])[CH3:32])[CH2:24][CH2:25]2)=[CH:4]1, predict the reactants needed to synthesize it. The reactants are: Cl.Cl.[O:3]1[C:8]2=[CH:9][CH:10]=[CH:11][C:7]2=[CH:6][C:5]([CH:12]2[CH2:17][CH2:16][CH2:15][CH2:14][N:13]2[CH2:18][CH2:19][C@H:20]2[CH2:25][CH2:24][C@H:23]([NH2:26])[CH2:22][CH2:21]2)=[CH:4]1.[OH:27][C:28]([CH3:33])([CH3:32])[C:29](N)=[O:30]. (4) Given the product [Cl:5][C:6]1[CH:7]=[C:8]([C@@H:13]([OH:14])[CH2:15][NH:4][CH2:3][CH2:1][OH:2])[CH:9]=[CH:10][C:11]=1[Cl:12], predict the reactants needed to synthesize it. The reactants are: [CH2:1]([CH2:3][NH2:4])[OH:2].[Cl:5][C:6]1[CH:7]=[C:8]([C@@H:13]2[CH2:15][O:14]2)[CH:9]=[CH:10][C:11]=1[Cl:12]. (5) The reactants are: [CH2:1](Br)[C:2]1[CH:7]=[CH:6][CH:5]=[CH:4][CH:3]=1.[NH:9]1[C:13]([S-:14])=[CH:12][N:11]=[N:10]1.[Na+]. Given the product [CH2:1]([S:14][C:13]1[N:9]=[N:10][NH:11][CH:12]=1)[C:2]1[CH:7]=[CH:6][CH:5]=[CH:4][CH:3]=1, predict the reactants needed to synthesize it.